This data is from Forward reaction prediction with 1.9M reactions from USPTO patents (1976-2016). The task is: Predict the product of the given reaction. (1) Given the reactants C([O:5][C:6](=[O:43])[CH2:7][CH2:8][C@H:9]([NH:13][C:14]([C:16]1[CH:20]=[C:19]([O:21][CH2:22][C:23]([N:25]2[CH2:29][CH2:28][CH2:27][C@H:26]2[C:30](=[O:36])[NH:31][CH:32]2[CH2:35][CH2:34][CH2:33]2)=[O:24])[N:18]([C:37]2[CH:42]=[CH:41][CH:40]=[CH:39][CH:38]=2)[N:17]=1)=[O:15])[C:10](O)=[O:11])(C)(C)C.CCN(C(C)C)C(C)C.CN(C(ON1N=NC2C=CC=NC1=2)=[N+](C)C)C.F[P-](F)(F)(F)(F)F.[CH2:77]([O:84][C:85]([N:87]1[CH2:92][CH2:91][NH:90][CH2:89][CH2:88]1)=[O:86])[C:78]1[CH:83]=[CH:82][CH:81]=[CH:80][CH:79]=1, predict the reaction product. The product is: [CH2:77]([O:84][C:85]([N:87]1[CH2:92][CH2:91][N:90]([C:10](=[O:11])[C@@H:9]([NH:13][C:14]([C:16]2[CH:20]=[C:19]([O:21][CH2:22][C:23]([N:25]3[CH2:29][CH2:28][CH2:27][C@H:26]3[C:30](=[O:36])[NH:31][CH:32]3[CH2:33][CH2:34][CH2:35]3)=[O:24])[N:18]([C:37]3[CH:38]=[CH:39][CH:40]=[CH:41][CH:42]=3)[N:17]=2)=[O:15])[CH2:8][CH2:7][C:6]([OH:5])=[O:43])[CH2:89][CH2:88]1)=[O:86])[C:78]1[CH:83]=[CH:82][CH:81]=[CH:80][CH:79]=1. (2) Given the reactants CO[C:3]([C:5]1[C:10](=[O:11])[N:9]([CH2:12][C:13]2[CH:18]=[CH:17][C:16]([C:19]3[CH:24]=[CH:23][CH:22]=[CH:21][CH:20]=3)=[CH:15][CH:14]=2)[N:8]2[CH:25]=[C:26]([Cl:28])[CH:27]=[C:7]2[C:6]=1[OH:29])=[O:4].[NH2:30][C@H:31]([C:33]([OH:35])=[O:34])[CH3:32].C[O-].[Na+], predict the reaction product. The product is: [C:16]1([C:19]2[CH:20]=[CH:21][CH:22]=[CH:23][CH:24]=2)[CH:15]=[CH:14][C:13]([CH2:12][N:9]2[C:10](=[O:11])[C:5]([C:3]([NH:30][C@@H:31]([CH3:32])[C:33]([OH:35])=[O:34])=[O:4])=[C:6]([OH:29])[C:7]3=[CH:27][C:26]([Cl:28])=[CH:25][N:8]23)=[CH:18][CH:17]=1.